This data is from Reaction yield outcomes from USPTO patents with 853,638 reactions. The task is: Predict the reaction yield, written as a fraction of the theoretical maximum amount of product (1.0 means a 100% yield; for example, 0.34 means a 34% yield). (1) The reactants are C1CO[C:8]2[CH:7]=[CH:6][C:5]([NH:11][C:12]3[C:17]([F:18])=[CH:16][N:15]=[C:14]([NH:19][C:20]4[CH:25]=[CH:24][CH:23]=[C:22](O)[CH:21]=4)[N:13]=3)=[CH:4][C:3]=2[O:2]1.ClC1N=C(NC2C=CC=C(O)C=2)C(F)=CN=1.[S:43]1[C:47]2C=CC=CC=2[C:45](CN)=[CH:44]1. No catalyst specified. The product is [S:43]1[C:44]2[CH:45]=[CH:21][CH:22]=[CH:23][C:24]=2[C:25]([CH2:20][NH:19][C:14]2[N:13]=[C:12]([NH:11][C:5]3[CH:6]=[CH:7][CH:8]=[C:3]([OH:2])[CH:4]=3)[C:17]([F:18])=[CH:16][N:15]=2)=[CH:47]1. The yield is 0.530. (2) The reactants are [CH:1]1([CH2:7][CH:8]([OH:12])[C:9]([OH:11])=O)[CH2:6][CH2:5][CH2:4][CH2:3][CH2:2]1.[CH2:13]([O:20][C:21]1[CH:22]=[C:23]([NH2:27])[CH:24]=[CH:25][CH:26]=1)[C:14]1[CH:19]=[CH:18][CH:17]=[CH:16][CH:15]=1.OC1C2N=NNC=2C=CC=1.CN(C)CCCN=C=NCC.CN1CCOCC1. The catalyst is CN(C=O)C.O. The product is [CH2:13]([O:20][C:21]1[CH:22]=[C:23]([NH:27][C:9](=[O:11])[CH:8]([OH:12])[CH2:7][CH:1]2[CH2:2][CH2:3][CH2:4][CH2:5][CH2:6]2)[CH:24]=[CH:25][CH:26]=1)[C:14]1[CH:15]=[CH:16][CH:17]=[CH:18][CH:19]=1. The yield is 0.0160. (3) The catalyst is CS(C)=O.O. The yield is 0.440. The product is [Cl:20][C:13]1[C:3]([C:4]([NH:6][C:7]2[CH:12]=[CH:11][CH:10]=[CH:9][CH:8]=2)=[O:5])=[C:2]([OH:23])[C:16]([N+:17]([O-:19])=[O:18])=[CH:15][CH:14]=1. The reactants are Cl[C:2]1[C:16]([N+:17]([O-:19])=[O:18])=[CH:15][CH:14]=[C:13]([Cl:20])[C:3]=1[C:4]([NH:6][C:7]1[CH:12]=[CH:11][CH:10]=[CH:9][CH:8]=1)=[O:5].CC([O-])=[O:23].[K+].C1OCCOCCOCCOCCOCCOC1.[OH-].[Na+].